This data is from Full USPTO retrosynthesis dataset with 1.9M reactions from patents (1976-2016). The task is: Predict the reactants needed to synthesize the given product. Given the product [NH2:21][CH2:2][C:3]1[C:4]([F:20])=[C:5]([O:10][C:11]2[CH:12]=[C:13]([CH:16]=[C:17]([Cl:19])[CH:18]=2)[C:14]#[N:15])[C:6]([Cl:9])=[CH:7][CH:8]=1, predict the reactants needed to synthesize it. The reactants are: Br[CH2:2][C:3]1[C:4]([F:20])=[C:5]([O:10][C:11]2[CH:12]=[C:13]([CH:16]=[C:17]([Cl:19])[CH:18]=2)[C:14]#[N:15])[C:6]([Cl:9])=[CH:7][CH:8]=1.[NH3:21].